From a dataset of NCI-60 drug combinations with 297,098 pairs across 59 cell lines. Regression. Given two drug SMILES strings and cell line genomic features, predict the synergy score measuring deviation from expected non-interaction effect. (1) Drug 1: C1CCN(CC1)CCOC2=CC=C(C=C2)C(=O)C3=C(SC4=C3C=CC(=C4)O)C5=CC=C(C=C5)O. Drug 2: C1=NC2=C(N1)C(=S)N=CN2. Cell line: UO-31. Synergy scores: CSS=15.4, Synergy_ZIP=-7.70, Synergy_Bliss=-0.390, Synergy_Loewe=-11.2, Synergy_HSA=-0.138. (2) Drug 1: CC1=C(C=C(C=C1)C(=O)NC2=CC(=CC(=C2)C(F)(F)F)N3C=C(N=C3)C)NC4=NC=CC(=N4)C5=CN=CC=C5. Drug 2: CC(C)(C#N)C1=CC(=CC(=C1)CN2C=NC=N2)C(C)(C)C#N. Cell line: SK-MEL-5. Synergy scores: CSS=1.00, Synergy_ZIP=0.0408, Synergy_Bliss=0.544, Synergy_Loewe=-0.481, Synergy_HSA=-2.05. (3) Drug 1: C(=O)(N)NO. Drug 2: CCC1(C2=C(COC1=O)C(=O)N3CC4=CC5=C(C=CC(=C5CN(C)C)O)N=C4C3=C2)O.Cl. Cell line: CCRF-CEM. Synergy scores: CSS=73.0, Synergy_ZIP=-0.503, Synergy_Bliss=2.37, Synergy_Loewe=-16.7, Synergy_HSA=4.06.